Task: Predict which catalyst facilitates the given reaction.. Dataset: Catalyst prediction with 721,799 reactions and 888 catalyst types from USPTO (1) Reactant: [CH2:1]([O:3][C:4]1[C@@H:9]([C@H:10]([C:12](=C(C)C)[OH:13])[OH:11])[O:8][C:6](=[O:7])[C:5]=1[OH:17])[CH3:2].C(O)C. Product: [CH2:1]([O:3][C:4]1[C@@H:9]([C@H:10]([CH2:12][OH:13])[OH:11])[O:8][C:6](=[O:7])[C:5]=1[OH:17])[CH3:2]. The catalyst class is: 223. (2) Reactant: [C:1]([NH:4][C@@H:5]1[CH2:10][C@H:9]([N:11]([CH:13]([CH3:15])[CH3:14])C)[CH2:8][CH2:7][C@@H:6]1[N:16]1[CH2:20][CH2:19][C@H:18]([NH:21]C(=O)OCC2C=CC=CC=2)[C:17]1=[O:32])(=[O:3])[CH3:2]. Product: [NH2:21][C@H:18]1[CH2:19][CH2:20][N:16]([C@H:6]2[CH2:7][CH2:8][C@@H:9]([NH:11][CH:13]([CH3:15])[CH3:14])[CH2:10][C@H:5]2[NH:4][C:1](=[O:3])[CH3:2])[C:17]1=[O:32]. The catalyst class is: 19.